Dataset: Peptide-MHC class I binding affinity with 185,985 pairs from IEDB/IMGT. Task: Regression. Given a peptide amino acid sequence and an MHC pseudo amino acid sequence, predict their binding affinity value. This is MHC class I binding data. The peptide sequence is FMSLQSGDV. The MHC is HLA-B07:02 with pseudo-sequence HLA-B07:02. The binding affinity (normalized) is 0.0847.